From a dataset of Reaction yield outcomes from USPTO patents with 853,638 reactions. Predict the reaction yield, written as a fraction of the theoretical maximum amount of product (1.0 means a 100% yield; for example, 0.34 means a 34% yield). (1) The catalyst is ClCCl. The yield is 0.430. The reactants are [F:1][C:2]1([F:6])[CH2:5][NH:4][CH2:3]1.[Cl:7][C:8]1[CH:9]=[N:10][N:11]([C:13]2([C:16]3[NH:33][C:19]4=[N:20][C:21]([N:24]5[CH2:29][CH2:28][CH2:27][C@@H:26]([C:30](O)=[O:31])[CH2:25]5)=[CH:22][CH:23]=[C:18]4[N:17]=3)[CH2:15][CH2:14]2)[CH:12]=1.C(N(C(C)C)CC)(C)C.F[P-](F)(F)(F)(F)F.N1(OC(N(C)C)=[N+](C)C)C2N=CC=CC=2N=N1. The product is [Cl:7][C:8]1[CH:9]=[N:10][N:11]([C:13]2([C:16]3[NH:33][C:19]4=[N:20][C:21]([N:24]5[CH2:29][CH2:28][CH2:27][C@@H:26]([C:30]([N:4]6[CH2:5][C:2]([F:6])([F:1])[CH2:3]6)=[O:31])[CH2:25]5)=[CH:22][CH:23]=[C:18]4[N:17]=3)[CH2:15][CH2:14]2)[CH:12]=1. (2) The reactants are [C:1]([O:5][C:6]([N:8]1[CH2:13][CH2:12][N:11]([C@@H:14]([C:16]2[CH:17]=[C:18](B(O)O)[C:19]([F:22])=[N:20][CH:21]=2)[CH3:15])[C@@H:10]([CH3:26])[CH2:9]1)=[O:7])([CH3:4])([CH3:3])[CH3:2].Cl[C:28]1[N:33]=[C:32]([CH3:34])[N:31]=[C:30]([N:35]([CH2:45][C:46]2[CH:51]=[CH:50][C:49]([O:52][CH3:53])=[CH:48][CH:47]=2)[CH2:36][C:37]2[CH:42]=[CH:41][C:40]([O:43][CH3:44])=[CH:39][CH:38]=2)[CH:29]=1.CC([O-])=O.[K+]. No catalyst specified. The product is [CH3:53][O:52][C:49]1[CH:48]=[CH:47][C:46]([CH2:45][N:35]([CH2:36][C:37]2[CH:38]=[CH:39][C:40]([O:43][CH3:44])=[CH:41][CH:42]=2)[C:30]2[N:31]=[C:32]([CH3:34])[N:33]=[C:28]([C:18]3[CH:17]=[C:16]([C@H:14]([N:11]4[CH2:12][CH2:13][N:8]([C:6]([O:5][C:1]([CH3:4])([CH3:3])[CH3:2])=[O:7])[CH2:9][C@@H:10]4[CH3:26])[CH3:15])[CH:21]=[N:20][C:19]=3[F:22])[CH:29]=2)=[CH:51][CH:50]=1. The yield is 0.248. (3) The reactants are C[O:2][C:3](=[O:24])[C:4]1[CH:9]=[CH:8][C:7]([O:10][CH2:11][C:12]2[C:13]([C:17]3[CH:22]=[CH:21][C:20]([F:23])=[CH:19][CH:18]=3)=[N:14][O:15][CH:16]=2)=[N:6][CH:5]=1.COC(=O)C1C=CC(OCC2C(C3C=CC=CN=3)=NOC=2C)=NC=1. No catalyst specified. The product is [F:23][C:20]1[CH:19]=[CH:18][C:17]([C:13]2[C:12]([CH2:11][O:10][C:7]3[CH:8]=[CH:9][C:4]([C:3]([OH:24])=[O:2])=[CH:5][N:6]=3)=[CH:16][O:15][N:14]=2)=[CH:22][CH:21]=1. The yield is 0.810. (4) The reactants are [CH3:1][O:2][C:3](=[O:28])[C:4]([C:17]1[CH:22]=[CH:21][C:20]([S:23]([CH3:26])(=[O:25])=[O:24])=[C:19]([Cl:27])[CH:18]=1)=[N:5][NH:6]S(C1C=CC(C)=CC=1)(=O)=O.C(N(CC)CC)C. The catalyst is ClCCl. The product is [CH3:1][O:2][C:3](=[O:28])[C:4]([C:17]1[CH:22]=[CH:21][C:20]([S:23]([CH3:26])(=[O:25])=[O:24])=[C:19]([Cl:27])[CH:18]=1)=[N+:5]=[N-:6]. The yield is 0.400. (5) The reactants are [CH3:1][C:2]1[CH:11]=[CH:10][C:9]([N:12]2[CH2:17][CH2:16][N:15]([CH3:18])[CH2:14][CH2:13]2)=[C:8]2[C:3]=1[CH2:4][CH2:5][C@@H:6]([NH:19][C:20](=[O:33])[C:21]1[CH:26]=[CH:25][C:24]([N:27]3[CH2:32][CH2:31][O:30][CH2:29][CH2:28]3)=[CH:23][CH:22]=1)[CH2:7]2.[CH3:34][S:35]([OH:38])(=[O:37])=[O:36]. The catalyst is O1CCCC1. The yield is 0.310. The product is [CH3:34][S:35]([OH:38])(=[O:37])=[O:36].[CH3:1][C:2]1[CH:11]=[CH:10][C:9]([N:12]2[CH2:17][CH2:16][N:15]([CH3:18])[CH2:14][CH2:13]2)=[C:8]2[C:3]=1[CH2:4][CH2:5][C@@H:6]([NH:19][C:20](=[O:33])[C:21]1[CH:26]=[CH:25][C:24]([N:27]3[CH2:32][CH2:31][O:30][CH2:29][CH2:28]3)=[CH:23][CH:22]=1)[CH2:7]2. (6) The reactants are [CH2:1]([C:3]1[CH:4]=[C:5]([C:11]2[CH:12]=[C:13]3[C:17](=[CH:18][CH:19]=2)[C:16](=[O:20])[CH:15]([CH:21]=[O:22])[CH2:14]3)[CH:6]=[CH:7][C:8]=1[O:9]C)[CH3:2].B(Br)(Br)Br. The catalyst is C(Cl)Cl. The product is [CH2:1]([C:3]1[CH:4]=[C:5]([C:11]2[CH:12]=[C:13]3[C:17](=[CH:18][CH:19]=2)[C:16](=[O:20])[CH:15]([CH:21]=[O:22])[CH2:14]3)[CH:6]=[CH:7][C:8]=1[OH:9])[CH3:2]. The yield is 0.870.